Dataset: Reaction yield outcomes from USPTO patents with 853,638 reactions. Task: Predict the reaction yield, written as a fraction of the theoretical maximum amount of product (1.0 means a 100% yield; for example, 0.34 means a 34% yield). (1) The catalyst is CO. The reactants are [Br:1][C:2]1[CH:3]=[C:4]2[CH:10]=[CH:9][N:8]([Si](C(C)(C)C)(C)C)[C:5]2=[N:6][CH:7]=1.Cl. The yield is 0.940. The product is [Br:1][C:2]1[CH:3]=[C:4]2[CH:10]=[CH:9][NH:8][C:5]2=[N:6][CH:7]=1. (2) The reactants are [NH:1]1[C:9]2[C:4](=[CH:5][CH:6]=[CH:7][CH:8]=2)[CH:3]=[CH:2]1.[H-].[Na+].[H][H].Cl[CH2:15][C:16]1[CH:21]=[CH:20][C:19]([C:22]2[C:23]([NH:28][S:29]([C:32]3[CH:37]=[CH:36][CH:35]=[CH:34][C:33]=3[C:38]([F:41])([F:40])[F:39])(=[O:31])=[O:30])=[N:24][CH:25]=[CH:26][N:27]=2)=[CH:18][CH:17]=1. The catalyst is CN(C)C=O.O. The product is [N:1]1([CH2:15][C:16]2[CH:21]=[CH:20][C:19]([C:22]3[C:23]([NH:28][S:29]([C:32]4[CH:37]=[CH:36][CH:35]=[CH:34][C:33]=4[C:38]([F:40])([F:39])[F:41])(=[O:30])=[O:31])=[N:24][CH:25]=[CH:26][N:27]=3)=[CH:18][CH:17]=2)[C:9]2[C:4](=[CH:5][CH:6]=[CH:7][CH:8]=2)[CH:3]=[CH:2]1. The yield is 0.620. (3) The product is [Cl:30][C:6]1[C:5]2[C:10](=[CH:11][C:12]([O:13][CH2:14][CH:15]3[CH2:20][CH2:19][N:18]([CH3:21])[CH2:17][CH2:16]3)=[C:3]([O:2][CH3:1])[CH:4]=2)[N:9]=[CH:8][N:7]=1. The yield is 0.980. The reactants are [CH3:1][O:2][C:3]1[CH:4]=[C:5]2[C:10](=[CH:11][C:12]=1[O:13][CH2:14][CH:15]1[CH2:20][CH2:19][N:18]([CH3:21])[CH2:17][CH2:16]1)[N:9]=[CH:8][NH:7][C:6]2=O.CN(C=O)C.S(Cl)([Cl:30])=O. No catalyst specified. (4) The reactants are Br[C:2]1[CH:3]=[CH:4][C:5]2[C:6]3[C:16](=[O:17])[NH:15][CH2:14][CH2:13][CH2:12][C:7]=3[N:8]([CH3:11])[C:9]=2[CH:10]=1.[F:18][C:19]1[CH:20]=[CH:21][C:22]([CH2:25][O:26][C:27]2[CH:32]=[CH:31][NH:30][C:29](=[O:33])[CH:28]=2)=[N:23][CH:24]=1. No catalyst specified. The product is [F:18][C:19]1[CH:20]=[CH:21][C:22]([CH2:25][O:26][C:27]2[CH:32]=[CH:31][N:30]([C:2]3[CH:3]=[CH:4][C:5]4[C:6]5[C:16](=[O:17])[NH:15][CH2:14][CH2:13][CH2:12][C:7]=5[N:8]([CH3:11])[C:9]=4[CH:10]=3)[C:29](=[O:33])[CH:28]=2)=[N:23][CH:24]=1. The yield is 0.210. (5) The reactants are [O:1]=[C:2]1[CH:7]=[C:6]([NH:8][C:9](=[O:17])[CH2:10][C:11]2[CH:16]=[CH:15][CH:14]=[CH:13][CH:12]=2)[CH:5]=[CH:4][NH:3]1.C([O-])([O-])=O.[K+].[K+].Br[CH2:25][CH2:26][C:27]#[CH:28]. The catalyst is CS(C)=O.CCOC(C)=O. The product is [CH2:28]([N:3]1[CH:4]=[CH:5][C:6]([NH:8][C:9](=[O:17])[CH2:10][C:11]2[CH:12]=[CH:13][CH:14]=[CH:15][CH:16]=2)=[CH:7][C:2]1=[O:1])[CH2:27][C:26]#[CH:25]. The yield is 0.170. (6) The catalyst is CN(C=O)C.CCOC(C)=O. The reactants are [I:1][C:2]1[C:10]2[C:5](=[CH:6][CH:7]=[C:8]([C:11](O)=[O:12])[CH:9]=2)[N:4]([S:14]([C:17]2[CH:23]=[CH:22][C:20]([CH3:21])=[CH:19][CH:18]=2)(=[O:16])=[O:15])[CH:3]=1.[C:24]1([C:30]([NH:33][C:34]([NH:36][NH2:37])=S)([CH3:32])[CH3:31])[CH:29]=[CH:28][CH:27]=[CH:26][CH:25]=1.Cl.C(N=C=NCCCN(C)C)C.O. The product is [I:1][C:2]1[C:10]2[C:5](=[CH:6][CH:7]=[C:8]([C:11]3[O:12][C:34]([NH:33][C:30]([C:24]4[CH:29]=[CH:28][CH:27]=[CH:26][CH:25]=4)([CH3:32])[CH3:31])=[N:36][N:37]=3)[CH:9]=2)[N:4]([S:14]([C:17]2[CH:23]=[CH:22][C:20]([CH3:21])=[CH:19][CH:18]=2)(=[O:16])=[O:15])[CH:3]=1. The yield is 0.226. (7) The reactants are [CH3:1][CH:2]1[CH2:4][CH:3]1[C:5](=O)[CH2:6][C:7]#[N:8].O.[NH2:11][NH2:12]. The catalyst is C(O)C. The product is [CH3:1][C@@H:2]1[CH2:4][C@H:3]1[C:5]1[NH:12][N:11]=[C:7]([NH2:8])[CH:6]=1. The yield is 0.790. (8) The catalyst is O1CCOCC1.C1C=CC(P(C2C=CC=CC=2)[C-]2C=CC=C2)=CC=1.C1C=CC(P(C2C=CC=CC=2)[C-]2C=CC=C2)=CC=1.Cl[Pd]Cl.[Fe+2]. The yield is 0.551. The reactants are [CH2:1]([O:8][CH2:9][CH2:10][O:11][C:12]1[CH:17]=[CH:16][C:15]([NH:18][C:19](=[O:29])[CH2:20][C:21]2[CH:26]=[CH:25][C:24](Br)=[CH:23][C:22]=2[F:28])=[CH:14][C:13]=1[C:30]([F:33])([F:32])[F:31])[C:2]1[CH:7]=[CH:6][CH:5]=[CH:4][CH:3]=1.[CH3:34][C:35]1([CH3:51])[C:39]([CH3:41])([CH3:40])[O:38][B:37]([B:37]2[O:38][C:39]([CH3:41])([CH3:40])[C:35]([CH3:51])([CH3:34])[O:36]2)[O:36]1.C([O-])(=O)C.[K+]. The product is [CH2:1]([O:8][CH2:9][CH2:10][O:11][C:12]1[CH:17]=[CH:16][C:15]([NH:18][C:19](=[O:29])[CH2:20][C:21]2[CH:26]=[CH:25][C:24]([B:37]3[O:38][C:39]([CH3:41])([CH3:40])[C:35]([CH3:51])([CH3:34])[O:36]3)=[CH:23][C:22]=2[F:28])=[CH:14][C:13]=1[C:30]([F:33])([F:32])[F:31])[C:2]1[CH:7]=[CH:6][CH:5]=[CH:4][CH:3]=1. (9) The reactants are [CH3:1][O:2][C:3]1[CH:8]=[CH:7][C:6]([C:9]2[CH:10]=[CH:11][C:12](=[O:15])[NH:13][N:14]=2)=[CH:5][CH:4]=1.Br[CH2:17][CH2:18][F:19].[Na+].[I-].C(=O)([O-])[O-].[Cs+].[Cs+]. The catalyst is CC#N. The product is [F:19][CH2:18][CH2:17][N:13]1[C:12](=[O:15])[CH:11]=[CH:10][C:9]([C:6]2[CH:7]=[CH:8][C:3]([O:2][CH3:1])=[CH:4][CH:5]=2)=[N:14]1. The yield is 0.970.